Dataset: Full USPTO retrosynthesis dataset with 1.9M reactions from patents (1976-2016). Task: Predict the reactants needed to synthesize the given product. (1) Given the product [F:14][C:15]1[CH:16]=[CH:17][C:18]([CH3:24])=[C:19]([C:20]([N:1]2[CH2:6][CH2:5][O:4][CH2:3][CH2:2]2)=[O:21])[CH:23]=1, predict the reactants needed to synthesize it. The reactants are: [NH:1]1[CH2:6][CH2:5][O:4][CH2:3][CH2:2]1.C(N(CC)CC)C.[F:14][C:15]1[CH:16]=[CH:17][C:18]([CH3:24])=[C:19]([CH:23]=1)[C:20](Cl)=[O:21]. (2) Given the product [CH3:1][O:2][C:3](=[O:21])[C@@H:4]([NH2:10])[CH2:5][C:6]([F:9])([F:8])[CH3:7], predict the reactants needed to synthesize it. The reactants are: [CH3:1][O:2][C:3](=[O:21])[C@@H:4]([NH:10]C(OCC1C=CC=CC=1)=O)[CH2:5][C:6]([F:9])([F:8])[CH3:7].C([SiH](CC)CC)C. (3) Given the product [CH3:4][CH:3]([N:5]1[CH2:10][CH2:9][N:8]([C:11]([C@H:13]2[CH2:17][CH2:16][NH:15][CH2:14]2)=[O:12])[CH2:7][C@@H:6]1[CH3:25])[CH3:2], predict the reactants needed to synthesize it. The reactants are: Cl.[CH3:2][CH:3]([N:5]1[CH2:10][CH2:9][N:8]([C:11]([C@H:13]2[CH2:17][CH2:16][N:15](C(OC(C)(C)C)=O)[CH2:14]2)=[O:12])[CH2:7][C@@H:6]1[CH3:25])[CH3:4]. (4) Given the product [F:16][C:14]([F:17])([F:15])[C:13]([C:6]1[C:7]([CH3:12])=[N:8][C:9]2[C:4]([C:5]=1[C:19]1[CH:20]=[CH:21][C:22]([F:25])=[CH:23][CH:24]=1)=[CH:3][C:2]([N:26]1[CH2:30][CH2:29][CH2:28][CH2:27]1)=[CH:11][CH:10]=2)=[O:18], predict the reactants needed to synthesize it. The reactants are: Br[C:2]1[CH:3]=[C:4]2[C:9](=[CH:10][CH:11]=1)[N:8]=[C:7]([CH3:12])[C:6]([C:13](=[O:18])[C:14]([F:17])([F:16])[F:15])=[C:5]2[C:19]1[CH:24]=[CH:23][C:22]([F:25])=[CH:21][CH:20]=1.[NH:26]1[CH2:30][CH2:29][CH2:28][CH2:27]1. (5) The reactants are: [F:1][CH:2]([F:43])[C:3]1[CH:8]=[CH:7][N:6]=[C:5]([NH:9][C:10]2[N:15]=[C:14]([C:16]3[CH:17]=[N:18][C:19]([C@@:22]([C@H:25]4[CH2:30][CH2:29][C@H:28]([C:31]([O:33][CH2:34][C@@H:35]5[CH2:39][O:38]C(C)(C)[O:36]5)=[O:32])[CH2:27][CH2:26]4)([OH:24])[CH3:23])=[CH:20][CH:21]=3)[CH:13]=[C:12]([CH3:42])[CH:11]=2)[CH:4]=1.C1(C)C=CC=CC=1. Given the product [F:43][CH:2]([F:1])[C:3]1[CH:8]=[CH:7][N:6]=[C:5]([NH:9][C:10]2[N:15]=[C:14]([C:16]3[CH:17]=[N:18][C:19]([C@@:22]([C@H:25]4[CH2:26][CH2:27][C@H:28]([C:31]([O:33][CH2:34][C@@H:35]([OH:36])[CH2:39][OH:38])=[O:32])[CH2:29][CH2:30]4)([OH:24])[CH3:23])=[CH:20][CH:21]=3)[CH:13]=[C:12]([CH3:42])[CH:11]=2)[CH:4]=1, predict the reactants needed to synthesize it.